Dataset: Peptide-MHC class II binding affinity with 134,281 pairs from IEDB. Task: Regression. Given a peptide amino acid sequence and an MHC pseudo amino acid sequence, predict their binding affinity value. This is MHC class II binding data. (1) The peptide sequence is NMLNIMNRRKRSVTM. The MHC is DRB1_0802 with pseudo-sequence DRB1_0802. The binding affinity (normalized) is 0.520. (2) The peptide sequence is LSDISLKLTSGKIAS. The MHC is DRB1_0701 with pseudo-sequence DRB1_0701. The binding affinity (normalized) is 0.730. (3) The peptide sequence is EGVVLLLVGALVL. The MHC is DRB1_0801 with pseudo-sequence DRB1_0801. The binding affinity (normalized) is 0. (4) The peptide sequence is EKKYFQATQFEPLAA. The MHC is DRB1_1001 with pseudo-sequence DRB1_1001. The binding affinity (normalized) is 0.603. (5) The peptide sequence is GAVFLGFLGAAGSTMG. The MHC is DRB1_1501 with pseudo-sequence DRB1_1501. The binding affinity (normalized) is 0.386. (6) The peptide sequence is AFILDGDNFFPKV. The MHC is DRB3_0101 with pseudo-sequence DRB3_0101. The binding affinity (normalized) is 0.846.